Task: Predict the reaction yield, written as a fraction of the theoretical maximum amount of product (1.0 means a 100% yield; for example, 0.34 means a 34% yield).. Dataset: Reaction yield outcomes from USPTO patents with 853,638 reactions (1) The yield is 0.530. The reactants are [O:1]1[CH2:6][CH2:5][CH2:4][CH2:3][CH:2]1[N:7]1[C:15]2[C:10](=[CH:11][C:12]([C:16]3[N:20]=[CH:19][N:18]([C:21]([C:34]4[CH:39]=[CH:38][CH:37]=[CH:36][CH:35]=4)([C:28]4[CH:33]=[CH:32][CH:31]=[CH:30][CH:29]=4)[C:22]4[CH:27]=[CH:26][CH:25]=[CH:24][CH:23]=4)[N:17]=3)=[CH:13][CH:14]=2)[C:9]([C:40]2[CH:41]=[C:42]([CH:47]=[CH:48][CH:49]=2)[C:43]([O:45]C)=O)=[N:8]1.O.[OH-].[Li+].[CH2:53]1[C:61]2[C:56](=[CH:57][CH:58]=[CH:59][CH:60]=2)[CH2:55][NH:54]1.O.ON1C2C=CC=CC=2N=N1.Cl.CN(C)CCCN=C=NCC. The product is [O:1]1[CH2:6][CH2:5][CH2:4][CH2:3][CH:2]1[N:7]1[C:15]2[C:10](=[CH:11][C:12]([C:16]3[N:20]=[CH:19][N:18]([C:21]([C:22]4[CH:23]=[CH:24][CH:25]=[CH:26][CH:27]=4)([C:28]4[CH:29]=[CH:30][CH:31]=[CH:32][CH:33]=4)[C:34]4[CH:39]=[CH:38][CH:37]=[CH:36][CH:35]=4)[N:17]=3)=[CH:13][CH:14]=2)[C:9]([C:40]2[CH:41]=[C:42]([C:43]([N:54]3[CH2:55][C:56]4[C:61](=[CH:60][CH:59]=[CH:58][CH:57]=4)[CH2:53]3)=[O:45])[CH:47]=[CH:48][CH:49]=2)=[N:8]1. The catalyst is O1CCCC1.O1CCCC1.O. (2) The reactants are [Cl:1][C:2]1[CH:11]=[CH:10][C:5]2[N:6]=[C:7]([NH2:9])[S:8][C:4]=2[CH:3]=1.Br[CH2:13][C:14](=O)[C:15]([O:17][CH2:18][CH3:19])=[O:16]. No catalyst specified. The product is [Cl:1][C:2]1[CH:11]=[CH:10][C:5]2[N:6]3[CH:13]=[C:14]([C:15]([O:17][CH2:18][CH3:19])=[O:16])[N:9]=[C:7]3[S:8][C:4]=2[CH:3]=1. The yield is 0.600. (3) The reactants are Br[C:2]1[N:7]=[N:6][C:5]([NH2:8])=[N:4][C:3]=1[C:9]1[CH:14]=[CH:13][CH:12]=[CH:11][CH:10]=1.[F:15][C:16]([F:27])([F:26])[C:17]1[CH:18]=[C:19](B(O)O)[CH:20]=[CH:21][CH:22]=1. No catalyst specified. The product is [C:9]1([C:3]2[N:4]=[C:5]([NH2:8])[N:6]=[N:7][C:2]=2[C:21]2[CH:20]=[CH:19][CH:18]=[C:17]([C:16]([F:27])([F:26])[F:15])[CH:22]=2)[CH:14]=[CH:13][CH:12]=[CH:11][CH:10]=1. The yield is 0.310. (4) The reactants are [CH2:1]([CH:4]([CH2:15][CH:16]=[CH2:17])[CH2:5][O:6][SiH2:7][C:8]1[CH:13]=[CH:12][C:11](Br)=[CH:10][CH:9]=1)[CH:2]=[CH2:3].C([O-])([O-])=O.[K+].[K+].[CH3:24][O:25][C:26]1[CH:31]=[CH:30][C:29](B(O)O)=[CH:28][CH:27]=1. The catalyst is C1C=CC([P]([Pd]([P](C2C=CC=CC=2)(C2C=CC=CC=2)C2C=CC=CC=2)([P](C2C=CC=CC=2)(C2C=CC=CC=2)C2C=CC=CC=2)[P](C2C=CC=CC=2)(C2C=CC=CC=2)C2C=CC=CC=2)(C2C=CC=CC=2)C2C=CC=CC=2)=CC=1.C1(C)C=CC=CC=1. The product is [CH2:1]([CH:4]([CH2:15][CH:16]=[CH2:17])[CH2:5][O:6][SiH2:7][C:8]1[CH:13]=[CH:12][C:11]([C:29]2[CH:30]=[CH:31][C:26]([O:25][CH3:24])=[CH:27][CH:28]=2)=[CH:10][CH:9]=1)[CH:2]=[CH2:3]. The yield is 0.600. (5) The reactants are N1C(C2C=CC([C:12]3[C:21](C)=[CH:20][C:19]4[C:14](=[CH:15][CH:16]=[C:17]([O:23]C)[CH:18]=4)[N:13]=3)=CC=2)=NN=N1.B(Br)(Br)Br.C(Cl)[Cl:30]. No catalyst specified. The product is [Cl:30][C:12]1[CH:21]=[CH:20][C:19]2[C:14](=[CH:15][CH:16]=[C:17]([OH:23])[CH:18]=2)[N:13]=1. The yield is 0.700. (6) The reactants are Br.[C:2]([S:5][CH2:6][C:7]1[CH:16]=[CH:15][C:14]2[C:9](=[CH:10][CH:11]=[CH:12][CH:13]=2)[CH:8]=1)(=[NH:4])[CH3:3].CN1[CH2:23][CH2:22][O:21][CH2:20]C1.CC(C(Cl)=O)[C:26](Cl)=[O:27].C1C[O:35]CC1. The catalyst is O. The product is [CH:8]1[C:9]2[C:14](=[CH:13][CH:12]=[CH:11][CH:10]=2)[CH:15]=[CH:16][C:7]=1[CH2:6][S:5]/[C:2](=[N:4]\[C:26](=[O:27])[CH2:23][C:22]([O:21][CH3:20])=[O:35])/[CH3:3]. The yield is 0.590. (7) The reactants are Br.[NH2:2][CH2:3][CH2:4][CH2:5][CH2:6][C:7]1[CH:12]=[CH:11][C:10]([OH:13])=[CH:9][CH:8]=1.[C:14]1(=O)[O:19][C:17](=[O:18])[C:16]2=[CH:20][CH:21]=[CH:22][CH:23]=[C:15]12.C(N(CC)CC)C. The catalyst is C(Cl)(Cl)Cl. The product is [OH:13][C:10]1[CH:9]=[CH:8][C:7]([CH2:6][CH2:5][CH2:4][CH2:3][N:2]2[C:17](=[O:18])[C:16]3[C:15](=[CH:23][CH:22]=[CH:21][CH:20]=3)[C:14]2=[O:19])=[CH:12][CH:11]=1. The yield is 0.410. (8) The reactants are O[C:2]1[C:7]([CH3:8])=[N:6][N:5]([CH3:9])[C:4](=[O:10])[CH:3]=1.O=P(Cl)(Cl)[Cl:13]. No catalyst specified. The product is [Cl:13][C:2]1[C:7]([CH3:8])=[N:6][N:5]([CH3:9])[C:4](=[O:10])[CH:3]=1. The yield is 0.700. (9) The product is [Cl:1][C:2]1[CH:3]=[C:4]([N+:19]([O-:21])=[O:20])[C:5]([CH2:12][CH3:13])=[C:6]([CH:11]=1)[C:7]([O:9][CH3:10])=[O:8]. The reactants are [Cl:1][C:2]1[CH:3]=[CH:4][C:5]([CH2:12][CH3:13])=[C:6]([CH:11]=1)[C:7]([O:9][CH3:10])=[O:8].OS(O)(=O)=O.[N+:19]([O-])([OH:21])=[O:20].O=S(Cl)Cl. The yield is 0.984. The catalyst is CO.